This data is from Forward reaction prediction with 1.9M reactions from USPTO patents (1976-2016). The task is: Predict the product of the given reaction. (1) Given the reactants [CH2:1]([O:8][C:9]1[CH:10]=[CH:11][C:12]([CH3:15])=[N:13][CH:14]=1)[C:2]1[CH:7]=[CH:6][CH:5]=[CH:4][CH:3]=1.C1C=C(Cl)C=C(C(OO)=[O:24])C=1.C([O-])([O-])=O.[Na+].[Na+], predict the reaction product. The product is: [CH2:1]([O:8][C:9]1[CH:10]=[CH:11][C:12]([CH3:15])=[N+:13]([O-:24])[CH:14]=1)[C:2]1[CH:3]=[CH:4][CH:5]=[CH:6][CH:7]=1. (2) Given the reactants [Cl:1][C:2]1[CH:3]=[C:4]2[C:8](=[CH:9][CH:10]=1)[N:7]([C:11]1[CH:16]=[CH:15][CH:14]=[C:13]([C:17]([F:20])([F:19])[F:18])[CH:12]=1)[C:6]([CH:21]([NH:28][C:29]1[CH:37]=[CH:36][C:32]([C:33](O)=[O:34])=[CH:31][CH:30]=1)[CH2:22][CH2:23][CH2:24][CH2:25][CH2:26][CH3:27])=[CH:5]2.Cl.[CH2:39]([O:41][C:42](=[O:46])[CH2:43][CH2:44][NH2:45])[CH3:40].O.ON1C2C=CC=CC=2N=N1.Cl.C(N=C=NCCCN(C)C)C.Cl, predict the reaction product. The product is: [Cl:1][C:2]1[CH:3]=[C:4]2[C:8](=[CH:9][CH:10]=1)[N:7]([C:11]1[CH:16]=[CH:15][CH:14]=[C:13]([C:17]([F:19])([F:18])[F:20])[CH:12]=1)[C:6]([CH:21]([NH:28][C:29]1[CH:30]=[CH:31][C:32]([C:33]([NH:45][CH2:44][CH2:43][C:42]([O:41][CH2:39][CH3:40])=[O:46])=[O:34])=[CH:36][CH:37]=1)[CH2:22][CH2:23][CH2:24][CH2:25][CH2:26][CH3:27])=[CH:5]2. (3) The product is: [Br:1][C:2]1[CH:7]=[CH:6][C:5]2[CH:10]=[CH:9][S:8][C:4]=2[CH:3]=1. Given the reactants [Br:1][C:2]1[CH:3]=[C:4]([S:8][CH2:9][CH:10](OCC)OCC)[CH:5]=[CH:6][CH:7]=1.C1C=CC=CC=1, predict the reaction product. (4) Given the reactants [NH2:1][C:2]1[CH:3]=[C:4]([C:8]([C:10]2[C:14]3[CH:15]=[N:16][CH:17]=[C:18]([F:19])[C:13]=3[N:12]([C:20]([CH3:31])([CH3:30])[CH2:21][O:22][Si:23]([C:26]([CH3:29])([CH3:28])[CH3:27])([CH3:25])[CH3:24])[CH:11]=2)=[O:9])[CH:5]=[N:6][CH:7]=1.[F:32][C:33]([F:45])([F:44])[C:34]1[CH:39]=[CH:38][C:37]([CH2:40][C:41](O)=[O:42])=[CH:36][CH:35]=1.CCN(C(C)C)C(C)C.C(P1(=O)OP(CCC)(=O)OP(CCC)(=O)O1)CC, predict the reaction product. The product is: [C:26]([Si:23]([CH3:24])([CH3:25])[O:22][CH2:21][C:20]([N:12]1[C:13]2[C:18]([F:19])=[CH:17][N:16]=[CH:15][C:14]=2[C:10]([C:8]([C:4]2[CH:3]=[C:2]([NH:1][C:41](=[O:42])[CH2:40][C:37]3[CH:36]=[CH:35][C:34]([C:33]([F:44])([F:32])[F:45])=[CH:39][CH:38]=3)[CH:7]=[N:6][CH:5]=2)=[O:9])=[CH:11]1)([CH3:31])[CH3:30])([CH3:29])([CH3:28])[CH3:27]. (5) The product is: [C:21]([C:2]1[CH:3]=[C:4]([N:8]2[CH2:13][CH2:12][N:11]([C:14]([O:16][C:17]([CH3:20])([CH3:19])[CH3:18])=[O:15])[CH2:10][CH2:9]2)[CH:5]=[CH:6][CH:7]=1)#[N:22]. Given the reactants Br[C:2]1[CH:3]=[C:4]([N:8]2[CH2:13][CH2:12][N:11]([C:14]([O:16][C:17]([CH3:20])([CH3:19])[CH3:18])=[O:15])[CH2:10][CH2:9]2)[CH:5]=[CH:6][CH:7]=1.[CH3:21][N:22](C=O)C, predict the reaction product. (6) Given the reactants I[C:2]1[N:6]([CH:7]2[CH2:12][CH2:11][CH2:10][CH2:9][O:8]2)[N:5]=[C:4]([CH3:13])[C:3]=1[C:14]([O:16][CH2:17][CH3:18])=[O:15].[CH3:19][O:20][CH2:21][CH2:22][O:23][C:24]1[CH:25]=[C:26](B2OC(C)(C)C(C)(C)O2)[CH:27]=[C:28]([C:30]([F:33])([F:32])[F:31])[CH:29]=1.C(=O)([O-])[O-].[K+].[K+], predict the reaction product. The product is: [CH3:19][O:20][CH2:21][CH2:22][O:23][C:24]1[CH:25]=[C:26]([C:2]2[N:6]([CH:7]3[CH2:12][CH2:11][CH2:10][CH2:9][O:8]3)[N:5]=[C:4]([CH3:13])[C:3]=2[C:14]([O:16][CH2:17][CH3:18])=[O:15])[CH:27]=[C:28]([C:30]([F:31])([F:32])[F:33])[CH:29]=1. (7) The product is: [Cl:1][C:2]1[CH:11]=[C:10]2[C:5]([CH:6]=[CH:7][NH:8][C:9]2=[O:12])=[CH:4][C:3]=1[O:13][CH:14]1[CH2:15][CH2:16][N:17]([CH2:20][C:21]([NH:23][CH2:24][CH2:26][CH3:27])=[O:22])[CH2:18][CH2:19]1. Given the reactants [Cl:1][C:2]1[CH:11]=[C:10]2[C:5]([CH:6]=[CH:7][NH:8][C:9]2=[O:12])=[CH:4][C:3]=1[O:13][CH:14]1[CH2:19][CH2:18][N:17]([CH2:20][C:21]([N:23](C)[CH3:24])=[O:22])[CH2:16][CH2:15]1.[CH2:26](N)[CH2:27]C, predict the reaction product.